Dataset: Reaction yield outcomes from USPTO patents with 853,638 reactions. Task: Predict the reaction yield, written as a fraction of the theoretical maximum amount of product (1.0 means a 100% yield; for example, 0.34 means a 34% yield). (1) The reactants are [NH2:1][C:2]1[C:3]([O:13][CH3:14])=[N:4][C:5]2[C:10]([N:11]=1)=[CH:9][C:8]([Cl:12])=[CH:7][CH:6]=2.Cl[C:16]([O:18][CH2:19][CH3:20])=[O:17].N1C=CC=CC=1. The catalyst is ClCCl. The product is [Cl:12][C:8]1[CH:9]=[C:10]2[C:5](=[CH:6][CH:7]=1)[N:4]=[C:3]([O:13][CH3:14])[C:2]([NH:1][C:16](=[O:17])[O:18][CH2:19][CH3:20])=[N:11]2. The yield is 0.950. (2) The reactants are [F:1][C:2]([F:30])([F:29])[O:3][C:4]1[CH:9]=[CH:8][C:7]([N:10]2[CH:14]=[N:13][C:12]([C:15]3[CH:20]=[CH:19][C:18]([CH:21]4[CH2:23][CH:22]4C(N=[N+]=[N-])=O)=[CH:17][CH:16]=3)=[N:11]2)=[CH:6][CH:5]=1.[C:31]1([OH:37])[CH:36]=[CH:35][CH:34]=[CH:33][CH:32]=1.CC[N:40]([CH2:43]C)CC.CC[O:47]C(C)=O. The catalyst is C1(C)C=CC=CC=1. The product is [F:29][C:2]([F:30])([F:1])[O:3][C:4]1[CH:9]=[CH:8][C:7]([N:10]2[CH:14]=[N:13][C:12]([C:15]3[CH:20]=[CH:19][C:18]([CH:21]4[CH2:23][CH:22]4[NH:40][C:43](=[O:47])[O:37][C:31]4[CH:36]=[CH:35][CH:34]=[CH:33][CH:32]=4)=[CH:17][CH:16]=3)=[N:11]2)=[CH:6][CH:5]=1. The yield is 0.720.